From a dataset of Reaction yield outcomes from USPTO patents with 853,638 reactions. Predict the reaction yield, written as a fraction of the theoretical maximum amount of product (1.0 means a 100% yield; for example, 0.34 means a 34% yield). (1) The reactants are F[P:2](F)([C:17]([F:23])([F:22])[C:18]([F:21])([F:20])[F:19])([C:10]([F:16])([F:15])[C:11]([F:14])([F:13])[F:12])[C:3]([F:9])([F:8])[C:4]([F:7])([F:6])[F:5].C([SiH](CC)CC)C.FC=C. No catalyst specified. The product is [F:9][C:3]([P:2]([C:10]([F:15])([F:16])[C:11]([F:12])([F:13])[F:14])[C:17]([F:23])([F:22])[C:18]([F:21])([F:20])[F:19])([F:8])[C:4]([F:7])([F:6])[F:5]. The yield is 0.828. (2) The reactants are Br[C:2]1[C:10]2[C:5](=[CH:6][CH:7]=[C:8]([C:11]#[N:12])[CH:9]=2)[N:4]([CH:13]2[CH2:18][CH2:17][CH2:16][CH2:15][O:14]2)[N:3]=1.[S:19]1[CH:23]=[CH:22][C:21](B(O)O)=[CH:20]1.ClCCl.P([O-])([O-])([O-])=O.[K+].[K+].[K+]. The catalyst is COCCOC.C1(P(C2C=CC=CC=2)[C-]2C=CC=C2)C=CC=CC=1.[C-]1(P(C2C=CC=CC=2)C2C=CC=CC=2)C=CC=C1.[Fe+2]. The product is [O:14]1[CH2:15][CH2:16][CH2:17][CH2:18][CH:13]1[N:4]1[C:5]2[C:10](=[CH:9][C:8]([C:11]#[N:12])=[CH:7][CH:6]=2)[C:2]([C:21]2[CH:22]=[CH:23][S:19][CH:20]=2)=[N:3]1. The yield is 0.380. (3) The reactants are [OH:1][C:2]1[CH:3]=[N:4][C:5]2[C:10]([CH:11]=1)=[CH:9][C:8]([CH2:12][C:13]([O:15][C:16]([CH3:19])([CH3:18])[CH3:17])=[O:14])=[CH:7][CH:6]=2.C1(P(C2C=CC=CC=2)C2C=CC=CC=2)C=CC=CC=1.[CH3:39][O:40][CH2:41][CH2:42]O.N(C(OC(C)(C)C)=O)=NC(OC(C)(C)C)=O. The catalyst is CCOC(C)=O.C1C=CC=CC=1. The product is [CH3:39][O:40][CH2:41][CH2:42][O:1][C:2]1[CH:3]=[N:4][C:5]2[C:10]([CH:11]=1)=[CH:9][C:8]([CH2:12][C:13]([O:15][C:16]([CH3:19])([CH3:18])[CH3:17])=[O:14])=[CH:7][CH:6]=2. The yield is 0.820.